Dataset: Reaction yield outcomes from USPTO patents with 853,638 reactions. Task: Predict the reaction yield, written as a fraction of the theoretical maximum amount of product (1.0 means a 100% yield; for example, 0.34 means a 34% yield). The reactants are [C:1]([NH:4][C:5]1[S:6][C:7]([C:11]2[CH:12]=[C:13]([S:17](Cl)(=[O:19])=[O:18])[S:14][C:15]=2[Br:16])=[C:8]([CH3:10])[N:9]=1)(=[O:3])[CH3:2].[NH:21]1[CH2:26][CH2:25][O:24][CH2:23][CH2:22]1.CCN(C(C)C)C(C)C. The catalyst is C(Cl)Cl. The product is [Br:16][C:15]1[S:14][C:13]([S:17]([N:21]2[CH2:26][CH2:25][O:24][CH2:23][CH2:22]2)(=[O:19])=[O:18])=[CH:12][C:11]=1[C:7]1[S:6][C:5]([NH:4][C:1](=[O:3])[CH3:2])=[N:9][C:8]=1[CH3:10]. The yield is 0.770.